Task: Predict which catalyst facilitates the given reaction.. Dataset: Catalyst prediction with 721,799 reactions and 888 catalyst types from USPTO Reactant: [SH3+:1].[Br:2][CH:3]1[C:12](=[O:13])[C:11]2[C:6](=[CH:7][CH:8]=[CH:9][CH:10]=2)[O:5][CH2:4]1.O.[Na].[CH3:16]S. Product: [Br:2][CH:3]1[C:12](=[O:13])[C:11]2[C:6](=[CH:7][CH:8]=[CH:9][CH:10]=2)[O:5][CH2:4]1.[CH3:16][S:1][CH:3]1[C:12](=[O:13])[C:11]2[C:6](=[CH:7][CH:8]=[CH:9][CH:10]=2)[O:5][CH2:4]1. The catalyst class is: 8.